From a dataset of Full USPTO retrosynthesis dataset with 1.9M reactions from patents (1976-2016). Predict the reactants needed to synthesize the given product. (1) Given the product [CH3:20][O:19][C@@H:13]([C@@H:9]1[CH2:10][CH2:11][CH2:12][N:8]1[C:6]([O:5][C:1]([CH3:2])([CH3:3])[CH3:4])=[O:7])[C@@H:14]([CH3:18])[C:15](=[O:17])[NH:62][CH2:61][C:58]1([C:52]2[CH:57]=[CH:56][CH:55]=[CH:54][CH:53]=2)[CH2:60][CH2:59]1, predict the reactants needed to synthesize it. The reactants are: [C:1]([O:5][C:6]([N:8]1[CH2:12][CH2:11][CH2:10][C@H:9]1[C@H:13]([O:19][CH3:20])[C@@H:14]([CH3:18])[C:15]([OH:17])=O)=[O:7])([CH3:4])([CH3:3])[CH3:2].CN(C(ON1N=NC2C=CC=NC1=2)=[N+](C)C)C.F[P-](F)(F)(F)(F)F.C(N(CC)CC)C.[C:52]1([C:58]2([CH2:61][NH2:62])[CH2:60][CH2:59]2)[CH:57]=[CH:56][CH:55]=[CH:54][CH:53]=1. (2) Given the product [CH2:22]([C:21]1[N:12]([CH2:13][CH2:14][CH2:15][C:16]([O:18][CH2:19][CH3:20])=[O:17])[C:11]2[C:10]3[N:9]=[CH:8][CH:7]=[CH:6][C:5]=3[N:4]=[CH:3][C:2]=2[N:1]=1)[CH2:23][CH3:24], predict the reactants needed to synthesize it. The reactants are: [NH2:1][C:2]1[CH:3]=[N:4][C:5]2[C:10]([C:11]=1[NH:12][CH2:13][CH2:14][CH2:15][C:16]([O:18][CH2:19][CH3:20])=[O:17])=[N:9][CH:8]=[CH:7][CH:6]=2.[C:21](OC)(OC)(OC)[CH2:22][CH2:23][CH3:24]. (3) The reactants are: C[O:2][C:3]([C@@H:5]1[CH2:9][CH2:8][C@H:7]([C:10]([N:12]2[CH2:17][CH2:16][N:15]([C:18]3[CH:23]=[CH:22][C:21]([O:24][CH3:25])=[C:20]([O:26][CH:27]4[CH2:31][CH2:30][CH2:29][CH2:28]4)[CH:19]=3)[CH2:14][C@@H:13]2[CH2:32][C:33]2[CH:38]=[CH:37][CH:36]=[CH:35][CH:34]=2)=[O:11])[CH2:6]1)=[O:4].[Li+].[OH-]. Given the product [CH2:32]([C@H:13]1[CH2:14][N:15]([C:18]2[CH:23]=[CH:22][C:21]([O:24][CH3:25])=[C:20]([O:26][CH:27]3[CH2:28][CH2:29][CH2:30][CH2:31]3)[CH:19]=2)[CH2:16][CH2:17][N:12]1[C:10]([C@H:7]1[CH2:8][CH2:9][C@@H:5]([C:3]([OH:4])=[O:2])[CH2:6]1)=[O:11])[C:33]1[CH:34]=[CH:35][CH:36]=[CH:37][CH:38]=1, predict the reactants needed to synthesize it.